Predict the product of the given reaction. From a dataset of Forward reaction prediction with 1.9M reactions from USPTO patents (1976-2016). The product is: [CH3:1][O:2][C:3]1[CH:4]=[C:5]([C:9]2[CH:10]=[CH:11][C:12]3[NH:18][C:21](=[O:25])[NH:20][C:13]=3[CH:17]=2)[CH:6]=[CH:7][CH:8]=1. Given the reactants [CH3:1][O:2][C:3]1[CH:4]=[C:5]([C:9]2[CH:10]=[CH:11][C:12]([NH2:18])=[C:13]([CH:17]=2)C(O)=O)[CH:6]=[CH:7][CH:8]=1.C[N:20]1CCC[C:21]1=[O:25].C(N(CC)CC)C, predict the reaction product.